From a dataset of Tyrosyl-DNA phosphodiesterase HTS with 341,365 compounds. Binary Classification. Given a drug SMILES string, predict its activity (active/inactive) in a high-throughput screening assay against a specified biological target. The compound is FC(F)(F)C1(O)N(N=C(C1)c1cccnc1)C(=O)COc1cc(cc(c1)C)C. The result is 0 (inactive).